From a dataset of Forward reaction prediction with 1.9M reactions from USPTO patents (1976-2016). Predict the product of the given reaction. (1) Given the reactants C(N(CC)CC)C.[C:8](Cl)(=[O:15])[C:9]1[CH:14]=[CH:13][CH:12]=[CH:11][CH:10]=1.[CH2:17]([O:24][C:25]1[C:26]([CH3:34])=[C:27]([CH3:33])[C:28]([NH2:32])=[N:29][C:30]=1[CH3:31])[C:18]1[CH:23]=[CH:22][CH:21]=[CH:20][CH:19]=1, predict the reaction product. The product is: [CH2:17]([O:24][C:25]1[C:26]([CH3:34])=[C:27]([CH3:33])[C:28]([NH:32][C:8](=[O:15])[C:9]2[CH:14]=[CH:13][CH:12]=[CH:11][CH:10]=2)=[N:29][C:30]=1[CH3:31])[C:18]1[CH:19]=[CH:20][CH:21]=[CH:22][CH:23]=1. (2) Given the reactants C(N(CC)CC)C.CS(Cl)(=O)=O.[C:13]([O:17][C:18]([NH:20][C:21]1[CH:22]=[CH:23][C:24]([C:27]2(O)[N:31]([C:32]3[CH:33]=[N:34][CH:35]=[CH:36][CH:37]=3)[N:30]=[C:29]([C:38]([O:40][CH2:41][CH3:42])=[O:39])[CH2:28]2)=[N:25][CH:26]=1)=[O:19])([CH3:16])([CH3:15])[CH3:14], predict the reaction product. The product is: [C:13]([O:17][C:18]([NH:20][C:21]1[CH:22]=[CH:23][C:24]([C:27]2[N:31]([C:32]3[CH:33]=[N:34][CH:35]=[CH:36][CH:37]=3)[N:30]=[C:29]([C:38]([O:40][CH2:41][CH3:42])=[O:39])[CH:28]=2)=[N:25][CH:26]=1)=[O:19])([CH3:16])([CH3:15])[CH3:14]. (3) Given the reactants Cl[C:2]1[N:7]=[C:6]([NH:8][C@H:9]([C:11]2[N:12]([C:23]3[CH:28]=[CH:27][CH:26]=[CH:25][CH:24]=3)[C:13](=[O:22])[C:14]3[C:19]([CH:20]=2)=[CH:18][CH:17]=[CH:16][C:15]=3[CH3:21])[CH3:10])[C:5]([Cl:29])=[CH:4][N:3]=1.O.[NH3:31], predict the reaction product. The product is: [NH2:31][C:2]1[N:7]=[C:6]([NH:8][C@H:9]([C:11]2[N:12]([C:23]3[CH:24]=[CH:25][CH:26]=[CH:27][CH:28]=3)[C:13](=[O:22])[C:14]3[C:19]([CH:20]=2)=[CH:18][CH:17]=[CH:16][C:15]=3[CH3:21])[CH3:10])[C:5]([Cl:29])=[CH:4][N:3]=1. (4) Given the reactants [CH3:1][C:2]1([CH2:21][C:22]([O:24][CH2:25][CH3:26])=[O:23])[CH2:11][CH2:10][C:9]2[C:4](=[CH:5][CH:6]=[C:7](OS(C(F)(F)F)(=O)=O)[CH:8]=2)[C:3]1=[O:20].C([O-])(=O)C.[K+].[CH3:32][C:33]1([CH3:49])[C:37]([CH3:39])([CH3:38])[O:36][B:35]([B:35]2[O:36][C:37]([CH3:39])([CH3:38])[C:33]([CH3:49])([CH3:32])[O:34]2)[O:34]1, predict the reaction product. The product is: [CH3:1][C:2]1([CH2:21][C:22]([O:24][CH2:25][CH3:26])=[O:23])[CH2:11][CH2:10][C:9]2[C:4](=[CH:5][CH:6]=[C:7]([B:35]3[O:36][C:37]([CH3:39])([CH3:38])[C:33]([CH3:49])([CH3:32])[O:34]3)[CH:8]=2)[C:3]1=[O:20].